From a dataset of Catalyst prediction with 721,799 reactions and 888 catalyst types from USPTO. Predict which catalyst facilitates the given reaction. (1) Reactant: [F:1][C:2]1[CH:23]=[CH:22][C:5]([CH2:6][N:7]2[CH2:12][CH2:11][N:10]([C:13]([C:15]3[CH:16]=[N:17][C:18](Br)=[CH:19][CH:20]=3)=[O:14])[CH2:9][CH2:8]2)=[CH:4][CH:3]=1.[C:24]([C:26]1[CH:41]=[CH:40][C:29]([CH2:30][N:31]2[CH2:36][CH2:35][CH:34]([C:37]([NH2:39])=[O:38])[CH2:33][CH2:32]2)=[CH:28][CH:27]=1)#[N:25].CNCCNC.C(=O)([O-])[O-].[K+].[K+]. Product: [C:24]([C:26]1[CH:27]=[CH:28][C:29]([CH2:30][N:31]2[CH2:32][CH2:33][CH:34]([C:37]([NH:39][C:18]3[N:17]=[CH:16][C:15]([C:13]([N:10]4[CH2:11][CH2:12][N:7]([CH2:6][C:5]5[CH:22]=[CH:23][C:2]([F:1])=[CH:3][CH:4]=5)[CH2:8][CH2:9]4)=[O:14])=[CH:20][CH:19]=3)=[O:38])[CH2:35][CH2:36]2)=[CH:40][CH:41]=1)#[N:25]. The catalyst class is: 509. (2) Reactant: [CH:1](=O)[C:2]1[C:3](=[CH:5][CH:6]=[CH:7][CH:8]=1)[OH:4].[CH2:10]([NH2:13])[CH2:11][NH2:12]. The catalyst class is: 8. Product: [CH:1](=[N:12][CH:11]=[CH:10][N:13]=[CH:1][C:2]1[C:3](=[CH:5][CH:6]=[CH:7][CH:8]=1)[OH:4])[C:2]1[C:3](=[CH:5][CH:6]=[CH:7][CH:8]=1)[OH:4]. (3) Reactant: [CH3:1][O:2][C:3](=[O:11])[C:4]1[CH:9]=[CH:8][C:7]([NH2:10])=[CH:6][CH:5]=1.[I:12](Cl)(=O)=O.I(Cl)(=O)=O.C([N+](C)(C)C)C1C=CC=CC=1. Product: [CH3:1][O:2][C:3](=[O:11])[C:4]1[CH:9]=[CH:8][C:7]([NH2:10])=[C:6]([I:12])[CH:5]=1. The catalyst class is: 699. (4) Reactant: [N+:1]([C:4]1[CH:5]=[N:6][C:7]2[N:8]([N:10]=[C:11]([O:13][CH2:14][CH2:15][OH:16])[CH:12]=2)[CH:9]=1)([O-:3])=[O:2].C(=O)(O)[O-].[Na+]. Product: [N+:1]([C:4]1[CH:9]=[C:12]2[C:11]([O:13][CH2:14][CH2:15][OH:16])=[N:10][NH:8][C:7]2=[N:6][CH:5]=1)([O-:3])=[O:2]. The catalyst class is: 6. (5) Reactant: [NH2:1][C:2]1[C:7]([CH:8]=[O:9])=[C:6](Cl)[N:5]=[CH:4][N:3]=1.[C:11]([O:15][C:16]([NH:18][CH:19]1[CH2:23][CH2:22][NH:21][CH2:20]1)=[O:17])([CH3:14])([CH3:13])[CH3:12].CCN(C(C)C)C(C)C. Product: [C:11]([O:15][C:16](=[O:17])[NH:18][CH:19]1[CH2:23][CH2:22][N:21]([C:6]2[C:7]([CH:8]=[O:9])=[C:2]([NH2:1])[N:3]=[CH:4][N:5]=2)[CH2:20]1)([CH3:14])([CH3:12])[CH3:13]. The catalyst class is: 23. (6) Reactant: [OH:1][C:2]1[CH:3]=[C:4]([C:8]2[N:9]=[N:10][N:11]([CH2:13][C:14]([O:16]CC)=[O:15])[CH:12]=2)[CH:5]=[CH:6][CH:7]=1.[OH-].[Na+]. Product: [OH2:1].[OH:1][C:2]1[CH:3]=[C:4]([C:8]2[N:9]=[N:10][N:11]([CH2:13][C:14]([OH:16])=[O:15])[CH:12]=2)[CH:5]=[CH:6][CH:7]=1. The catalyst class is: 24. (7) Reactant: [Br:1][C:2]1[CH:3]=[CH:4][C:5]([O:9][CH3:10])=[C:6]([OH:8])[CH:7]=1.Cl[CH2:12][C:13]([CH3:15])=[CH2:14].C(=O)([O-])[O-].[K+].[K+].CN(C=O)C. Product: [CH3:14][C:13](=[CH2:12])[CH2:15][O:8][C:6]1[CH:7]=[C:2]([Br:1])[CH:3]=[CH:4][C:5]=1[O:9][CH3:10]. The catalyst class is: 11.